Dataset: Full USPTO retrosynthesis dataset with 1.9M reactions from patents (1976-2016). Task: Predict the reactants needed to synthesize the given product. Given the product [Cl:1][C:2]1[N:3]=[N:4][C:5]([NH:12][NH2:13])=[C:6]([CH3:9])[C:7]=1[CH3:8], predict the reactants needed to synthesize it. The reactants are: [Cl:1][C:2]1[N:3]=[N:4][C:5](Cl)=[C:6]([CH3:9])[C:7]=1[CH3:8].O.[NH2:12][NH2:13].